From a dataset of Full USPTO retrosynthesis dataset with 1.9M reactions from patents (1976-2016). Predict the reactants needed to synthesize the given product. (1) Given the product [Cl:1][C:2]1[CH:3]=[CH:4][CH:5]=[C:6]2[C:23]=1[O:22][C:9]1([CH2:10][CH2:11][N:12]([C:15]([O:17][C:18]([CH3:21])([CH3:19])[CH3:20])=[O:16])[CH2:13][CH2:14]1)[CH2:8][CH:7]2[OH:24], predict the reactants needed to synthesize it. The reactants are: [Cl:1][C:2]1[CH:3]=[CH:4][CH:5]=[C:6]2[C:23]=1[O:22][C:9]1([CH2:14][CH2:13][N:12]([C:15]([O:17][C:18]([CH3:21])([CH3:20])[CH3:19])=[O:16])[CH2:11][CH2:10]1)[CH2:8][C:7]2=[O:24].[BH4-].[Na+]. (2) Given the product [Cl:32][C:28]1[C:27]([F:33])=[C:26]([C@@H:7]2[C@:8]([C:18]3[CH:23]=[CH:22][C:21]([Cl:24])=[CH:20][C:19]=3[F:25])([C:16]#[N:17])[C@H:9]([CH2:11][C:12]([CH3:14])([CH3:15])[CH3:13])[CH2:10][N:6]2[CH2:5][C:4]([OH:34])=[O:3])[CH:31]=[CH:30][CH:29]=1, predict the reactants needed to synthesize it. The reactants are: C([O:3][C:4](=[O:34])[CH2:5][N:6]1[CH2:10][C@@H:9]([CH2:11][C:12]([CH3:15])([CH3:14])[CH3:13])[C@@:8]([C:18]2[CH:23]=[CH:22][C:21]([Cl:24])=[CH:20][C:19]=2[F:25])([C:16]#[N:17])[C@H:7]1[C:26]1[CH:31]=[CH:30][CH:29]=[C:28]([Cl:32])[C:27]=1[F:33])C.[Li+].[OH-]. (3) Given the product [Br:8][C:9]1[CH:10]=[C:11]([N:16]2[CH2:21][CH2:20][O:19][CH2:18][CH2:17]2)[C:12]([O:4][CH2:3][CH:2]([F:5])[F:1])=[N:13][CH:14]=1, predict the reactants needed to synthesize it. The reactants are: [F:1][CH:2]([F:5])[CH2:3][OH:4].[H-].[Na+].[Br:8][C:9]1[CH:10]=[C:11]([N:16]2[CH2:21][CH2:20][O:19][CH2:18][CH2:17]2)[C:12](F)=[N:13][CH:14]=1. (4) Given the product [CH3:1][N:2]1[C@@H:18]2[CH2:19][C:7]3[CH:8]=[CH:9][C:10]([O:21][CH3:22])=[C:11]4[O:12][C@H:13]5[C:14]([CH2:15][CH2:16][C@@H:17]2[C@:5]5([C:6]=34)[CH2:4][CH2:3]1)=[O:20], predict the reactants needed to synthesize it. The reactants are: [CH3:1][N:2]1[C@@H:18]2[CH2:19][C:7]3[CH:8]=[CH:9][C:10]([O:21][CH3:22])=[C:11]4[O:12][C@H:13]5[C@@H:14]([OH:20])[CH:15]=[CH:16][C@@H:17]2[C@:5]5([C:6]=34)[CH2:4][CH2:3]1. (5) Given the product [CH2:16]([O:23][N:24]=[C:2]1[CH2:3][CH2:4][NH:5][CH2:6][CH2:7]1)[C:17]1[CH:22]=[CH:21][CH:20]=[CH:19][CH:18]=1, predict the reactants needed to synthesize it. The reactants are: O=[C:2]1[CH2:7][CH2:6][N:5](C(OC(C)(C)C)=O)[CH2:4][CH2:3]1.Cl.[CH2:16]([O:23][NH2:24])[C:17]1[CH:22]=[CH:21][CH:20]=[CH:19][CH:18]=1.FC(F)(F)C(O)=O. (6) Given the product [CH3:7][C:6]1([CH3:8])[C:2]([CH3:1])([CH3:19])[O:3][B:4]([C:9]2[CH:10]=[C:11]([CH2:15][C:16]([N:30]3[CH2:35][CH2:34][CH:33]([C:36]4[CH:37]=[C:38]([CH:51]=[CH:52][CH:53]=4)[CH2:39][NH:40][C:41](=[O:50])[O:42][CH2:43][C:44]4[CH:49]=[CH:48][CH:47]=[CH:46][CH:45]=4)[CH2:32][CH2:31]3)=[O:17])[CH:12]=[CH:13][CH:14]=2)[O:5]1, predict the reactants needed to synthesize it. The reactants are: [CH3:1][C:2]1([CH3:19])[C:6]([CH3:8])([CH3:7])[O:5][B:4]([C:9]2[CH:10]=[C:11]([CH2:15][C:16](O)=[O:17])[CH:12]=[CH:13][CH:14]=2)[O:3]1.C1C=CC2N(O)N=NC=2C=1.[NH:30]1[CH2:35][CH2:34][CH:33]([C:36]2[CH:37]=[C:38]([CH:51]=[CH:52][CH:53]=2)[CH2:39][NH:40][C:41](=[O:50])[O:42][CH2:43][C:44]2[CH:49]=[CH:48][CH:47]=[CH:46][CH:45]=2)[CH2:32][CH2:31]1.CCN(C(C)C)C(C)C. (7) Given the product [F:10][C:9]1[C:4]([CH2:3][N:19]2[C:27]3[C:22](=[CH:23][CH:24]=[CH:25][CH:26]=3)[C@@:21]3([C:39]4[C:30](=[CH:31][C:32]5[O:37][CH2:36][CH2:35][O:34][C:33]=5[CH:38]=4)[O:29][CH2:28]3)[C:20]2=[O:40])=[N:5][CH:6]=[CH:7][CH:8]=1, predict the reactants needed to synthesize it. The reactants are: Cl.Cl[CH2:3][C:4]1[C:9]([F:10])=[CH:8][CH:7]=[CH:6][N:5]=1.BrCC1CCCCO1.[NH:19]1[C:27]2[C:22](=[CH:23][CH:24]=[CH:25][CH:26]=2)[C@@:21]2([C:39]3[C:30](=[CH:31][C:32]4[O:37][CH2:36][CH2:35][O:34][C:33]=4[CH:38]=3)[O:29][CH2:28]2)[C:20]1=[O:40]. (8) Given the product [OH:3][CH2:4][C:5]([O:7][C:8]([CH3:22])([CH2:10][CH2:11][C:12]([O:15][C:16](=[O:21])[CH2:17][OH:18])([CH3:13])[CH3:14])[CH3:9])=[O:6], predict the reactants needed to synthesize it. The reactants are: C([O:3][CH2:4][C:5]([O:7][C:8]([CH3:22])([CH2:10][CH2:11][C:12]([O:15][C:16](=[O:21])[CH2:17][O:18]C=O)([CH3:14])[CH3:13])[CH3:9])=[O:6])=O. (9) Given the product [CH2:1]([O:3][C:4]1[C:16]([CH:17]([CH3:18])[CH3:19])=[CH:15][CH:14]=[CH:13][C:5]=1[CH2:6][NH:7][C:8](=[O:11])/[C:9](/[CH3:10])=[CH:20]/[C:30]1[CH:50]=[N:49][C:33]2[NH:34][C:35](=[O:48])[CH2:36][N:37]([CH2:39][C:40]3[CH:45]=[CH:44][C:43]([O:46][CH3:47])=[CH:42][CH:41]=3)[CH2:38][C:32]=2[CH:31]=1)[CH3:2], predict the reactants needed to synthesize it. The reactants are: [CH2:1]([O:3][C:4]1[C:16]([CH:17]([CH3:19])[CH3:18])=[CH:15][CH:14]=[CH:13][C:5]=1[CH2:6][N:7](C)[C:8](=[O:11])[CH:9]=[CH2:10])[CH3:2].[CH:20](N(C(C)C)CC)(C)C.Br[C:30]1[CH:50]=[N:49][C:33]2[NH:34][C:35](=[O:48])[CH2:36][N:37]([CH2:39][C:40]3[CH:45]=[CH:44][C:43]([O:46][CH3:47])=[CH:42][CH:41]=3)[CH2:38][C:32]=2[CH:31]=1.CC1C=CC=CC=1P(C1C=CC=CC=1C)C1C=CC=CC=1C. (10) Given the product [C:10]([NH:9][C:6]1[C:5]([NH:13][C:14]2[CH:15]=[CH:16][C:17]([N:20]3[CH2:21][CH2:22][N:23]([CH2:26][C:27]([CH3:34])([CH3:32])[C:28]([O:30][CH3:31])=[O:29])[CH2:24][CH2:25]3)=[CH:18][CH:19]=2)=[CH:4][C:3]([O:2][CH3:1])=[N:8][CH:7]=1)(=[O:12])[CH3:11], predict the reactants needed to synthesize it. The reactants are: [CH3:1][O:2][C:3]1[N:8]=[CH:7][C:6]([NH:9][C:10](=[O:12])[CH3:11])=[C:5]([NH:13][C:14]2[CH:19]=[CH:18][C:17]([N:20]3[CH2:25][CH2:24][NH:23][CH2:22][CH2:21]3)=[CH:16][CH:15]=2)[CH:4]=1.[CH3:26][C:27]([CH3:34])([CH:32]=O)[C:28]([O:30][CH3:31])=[O:29].C(O[BH-](OC(=O)C)OC(=O)C)(=O)C.[Na+].C(=O)([O-])O.[Na+].